Dataset: Catalyst prediction with 721,799 reactions and 888 catalyst types from USPTO. Task: Predict which catalyst facilitates the given reaction. (1) Reactant: [CH3:1][O:2][C:3]1[N:11]=[CH:10][CH:9]=[CH:8][C:4]=1[C:5]([OH:7])=O.[CH3:12][NH:13][O:14][CH3:15].CCN(CC)CC.CCCP1(OP(CCC)(=O)OP(CCC)(=O)O1)=O. Product: [CH3:1][O:2][C:3]1[N:11]=[CH:10][CH:9]=[CH:8][C:4]=1[C:5]([N:13]([O:14][CH3:15])[CH3:12])=[O:7]. The catalyst class is: 2. (2) Reactant: Br[C:2]1[CH:7]=[CH:6][CH:5]=[C:4]([Br:8])[N:3]=1.[C:9]([O:13][C:14](=[O:22])[NH:15][CH:16]1[CH2:21][CH2:20][NH:19][CH2:18][CH2:17]1)([CH3:12])([CH3:11])[CH3:10]. Product: [C:9]([O:13][C:14](=[O:22])[NH:15][CH:16]1[CH2:21][CH2:20][N:19]([C:2]2[CH:7]=[CH:6][CH:5]=[C:4]([Br:8])[N:3]=2)[CH2:18][CH2:17]1)([CH3:12])([CH3:10])[CH3:11]. The catalyst class is: 2. (3) Reactant: [C:1]([Si:5]([CH3:33])([CH3:32])[O:6][CH2:7][CH2:8][O:9][C:10]1[CH:11]=[CH:12][C:13]([CH2:30][OH:31])=[N:14][C:15]=1[C:16]1[CH:21]=[CH:20][C:19]([S:22]([CH3:25])(=[O:24])=[O:23])=[CH:18][C:17]=1[C:26]([F:29])([F:28])[F:27])([CH3:4])([CH3:3])[CH3:2].I(C1C=CC=CC=1C(O)=O)(=O)=O. Product: [C:1]([Si:5]([CH3:33])([CH3:32])[O:6][CH2:7][CH2:8][O:9][C:10]1[CH:11]=[CH:12][C:13]([CH:30]=[O:31])=[N:14][C:15]=1[C:16]1[CH:21]=[CH:20][C:19]([S:22]([CH3:25])(=[O:24])=[O:23])=[CH:18][C:17]=1[C:26]([F:28])([F:27])[F:29])([CH3:4])([CH3:3])[CH3:2]. The catalyst class is: 58. (4) Reactant: [F:1][C:2]1[CH:3]=[C:4]2[CH:11]=[CH:10][NH:9][C:5]2=[N+:6]([O-])[CH:7]=1.C[Si](C)(C)N[Si](C)(C)C.[Cl:21]C(OC)=O.[OH-].[Na+].Cl. Product: [Cl:21][C:7]1[N:6]=[C:5]2[NH:9][CH:10]=[CH:11][C:4]2=[CH:3][C:2]=1[F:1]. The catalyst class is: 1. (5) Reactant: Cl[C:2]1[N:3]=[C:4]([NH:11][C:12]2[CH:17]=[CH:16][C:15]([O:18][CH3:19])=[C:14]([O:20][CH3:21])[CH:13]=2)[C:5]2[N:10]=[CH:9][S:8][C:6]=2[N:7]=1.[N:22]1[CH:27]=[CH:26][C:25]([CH2:28][CH2:29][NH:30][C:31](=[O:47])[C:32]2[CH:37]=[CH:36][C:35](B3OC(C)(C)C(C)(C)O3)=[CH:34][CH:33]=2)=[CH:24][CH:23]=1.C([O-])([O-])=O.[Na+].[Na+].O. Product: [CH3:21][O:20][C:14]1[CH:13]=[C:12]([NH:11][C:4]2[C:5]3[N:10]=[CH:9][S:8][C:6]=3[N:7]=[C:2]([C:35]3[CH:36]=[CH:37][C:32]([C:31]([NH:30][CH2:29][CH2:28][C:25]4[CH:26]=[CH:27][N:22]=[CH:23][CH:24]=4)=[O:47])=[CH:33][CH:34]=3)[N:3]=2)[CH:17]=[CH:16][C:15]=1[O:18][CH3:19]. The catalyst class is: 77.